Dataset: Reaction yield outcomes from USPTO patents with 853,638 reactions. Task: Predict the reaction yield, written as a fraction of the theoretical maximum amount of product (1.0 means a 100% yield; for example, 0.34 means a 34% yield). (1) The reactants are [CH2:1]([O:3][C:4]1[CH:5]=[C:6]([C:10]2[CH:15]=[CH:14][C:13]([CH:16](C(OC)=O)[C:17]([O:19]C)=[O:18])=[C:12]([N+:25]([O-:27])=[O:26])[CH:11]=2)[CH:7]=[CH:8][CH:9]=1)[CH3:2]. The catalyst is Cl. The product is [CH2:1]([O:3][C:4]1[CH:5]=[C:6]([C:10]2[CH:15]=[CH:14][C:13]([CH2:16][C:17]([OH:19])=[O:18])=[C:12]([N+:25]([O-:27])=[O:26])[CH:11]=2)[CH:7]=[CH:8][CH:9]=1)[CH3:2]. The yield is 0.770. (2) The reactants are [CH3:1][C@H:2]([NH2:11])[C@H:3]([OH:10])[C:4]1[CH:9]=[CH:8][CH:7]=[CH:6][CH:5]=1.[CH3:12][O:13][C:14](=[O:31])[C:15]1[CH:20]=[CH:19][C:18]([N:21]2[C:29]3[C:24](=[CH:25][C:26](I)=[CH:27][CH:28]=3)[CH:23]=[N:22]2)=[CH:17][CH:16]=1.C(=O)([O-])[O-].[Cs+].[Cs+].C(#N)CCC. The catalyst is [Cu]I. The product is [NH2:11][C@@H:2]([CH3:1])[C@@H:3]([C:4]1[CH:5]=[CH:6][CH:7]=[CH:8][CH:9]=1)[O:10][C:26]1[CH:25]=[C:24]2[C:29](=[CH:28][CH:27]=1)[N:21]([C:18]1[CH:19]=[CH:20][C:15]([C:14]([O:13][CH3:12])=[O:31])=[CH:16][CH:17]=1)[N:22]=[CH:23]2. The yield is 0.164. (3) The product is [F:1][C:2]1[C:10]([O:11][CH2:12][C:13]2[S:14][C:15]3[CH:21]=[CH:20][C:19]([C:22]4[CH:27]=[CH:26][CH:25]=[C:24]([OH:28])[CH:23]=4)=[CH:18][C:16]=3[N:17]=2)=[CH:9][CH:8]=[C:7]([F:30])[C:3]=1[C:4]([NH2:6])=[O:5]. The catalyst is C(Cl)Cl. The yield is 0.140. The reactants are [F:1][C:2]1[C:10]([O:11][CH2:12][C:13]2[S:14][C:15]3[CH:21]=[CH:20][C:19]([C:22]4[CH:27]=[CH:26][CH:25]=[C:24]([O:28]C)[CH:23]=4)=[CH:18][C:16]=3[N:17]=2)=[CH:9][CH:8]=[C:7]([F:30])[C:3]=1[C:4]([NH2:6])=[O:5].B(Br)(Br)Br.O. (4) The reactants are [C:1]([O:5][C:6](=[O:14])[NH:7][C@H:8]([C:12]#[N:13])[CH2:9][C:10]#[CH:11])([CH3:4])([CH3:3])[CH3:2].NO.[CH2:17]([OH:19])C. No catalyst specified. The product is [NH2:13]/[C:12](/[C@@H:8]([NH:7][C:6](=[O:14])[O:5][C:1]([CH3:4])([CH3:2])[CH3:3])[CH2:9][C:10]#[CH:11])=[CH:17]\[OH:19]. The yield is 0.960.